This data is from Peptide-MHC class I binding affinity with 185,985 pairs from IEDB/IMGT. The task is: Regression. Given a peptide amino acid sequence and an MHC pseudo amino acid sequence, predict their binding affinity value. This is MHC class I binding data. (1) The peptide sequence is KSFNHVLKRK. The MHC is HLA-A11:01 with pseudo-sequence HLA-A11:01. The binding affinity (normalized) is 0.832. (2) The peptide sequence is GYLEGTRTL. The MHC is HLA-B18:01 with pseudo-sequence HLA-B18:01. The binding affinity (normalized) is 0.0847. (3) The peptide sequence is GFAIPIILK. The MHC is HLA-A26:01 with pseudo-sequence HLA-A26:01. The binding affinity (normalized) is 0.0847. (4) The peptide sequence is NIMEFCKAY. The MHC is HLA-A26:01 with pseudo-sequence HLA-A26:01. The binding affinity (normalized) is 0.223.